This data is from Forward reaction prediction with 1.9M reactions from USPTO patents (1976-2016). The task is: Predict the product of the given reaction. (1) Given the reactants [N:1]1[CH:6]=[CH:5][CH:4]=[CH:3][C:2]=1[S:7](Cl)(=[O:9])=[O:8].[C:11]([O:15][C:16](=[O:38])[NH:17][C@H:18]([C:26](=[O:37])[NH:27][C@H:28]1[CH2:34][CH2:33][C@@H:32]([CH3:35])[NH:31][CH2:30][C@@H:29]1[OH:36])[CH2:19][CH:20]1[CH2:25][CH2:24][CH2:23][CH2:22][CH2:21]1)([CH3:14])([CH3:13])[CH3:12].C(N(CC)CC)C, predict the reaction product. The product is: [C:11]([O:15][C:16](=[O:38])[NH:17][C@H:18]([C:26](=[O:37])[NH:27][C@H:28]1[CH2:34][CH2:33][C@@H:32]([CH3:35])[N:31]([S:7]([C:2]2[CH:3]=[CH:4][CH:5]=[CH:6][N:1]=2)(=[O:9])=[O:8])[CH2:30][C@@H:29]1[OH:36])[CH2:19][CH:20]1[CH2:21][CH2:22][CH2:23][CH2:24][CH2:25]1)([CH3:12])([CH3:13])[CH3:14]. (2) The product is: [CH3:1][O:2][C:3]1[CH:4]=[C:5]2[C:10](=[CH:11][C:12]=1[O:13][CH3:14])[N:9]=[CH:8][CH:7]=[C:6]2[O:15][C:16]1[CH:22]=[CH:21][C:19]([NH:20][C:43](=[O:49])[O:42][CH2:40][CH2:63][CH2:62][S:61][C:58]2[CH:59]=[CH:60][C:55]([C:51]([CH3:52])([CH3:54])[CH3:53])=[CH:56][CH:57]=2)=[C:18]([CH3:23])[C:17]=1[CH3:24]. Given the reactants [CH3:1][O:2][C:3]1[CH:4]=[C:5]2[C:10](=[CH:11][C:12]=1[O:13][CH3:14])[N:9]=[CH:8][CH:7]=[C:6]2[O:15][C:16]1[CH:22]=[CH:21][C:19]([NH2:20])=[C:18]([CH3:23])[C:17]=1[CH3:24].C1(C)C=CC=CC=1.C(N(CC)CC)C.Cl[C:40](Cl)([O:42][C:43](=[O:49])OC(Cl)(Cl)Cl)Cl.[C:51]([C:55]1[CH:60]=[CH:59][C:58]([S:61][CH2:62][CH2:63]CO)=[CH:57][CH:56]=1)([CH3:54])([CH3:53])[CH3:52], predict the reaction product. (3) Given the reactants Br[CH2:2][CH2:3][CH2:4][C:5]1[CH:15]=[CH:14][C:8]([C:9]([O:11][CH2:12][CH3:13])=[O:10])=[CH:7][CH:6]=1.[C:16]([O-:19])(=[S:18])[CH3:17].[K+], predict the reaction product. The product is: [C:16]([S:18][CH2:2][CH2:3][CH2:4][C:5]1[CH:15]=[CH:14][C:8]([C:9]([O:11][CH2:12][CH3:13])=[O:10])=[CH:7][CH:6]=1)(=[O:19])[CH3:17]. (4) Given the reactants [CH3:1][O:2][CH2:3][CH2:4]Br.[Cl:6][C:7]1[CH:8]=[C:9]([CH:28]=[CH:29][C:30]=1[O:31][CH2:32][C:33]1[CH:38]=[CH:37][CH:36]=[C:35]([F:39])[CH:34]=1)[NH:10][C:11]1[C:20]2[C:15](=[CH:16][C:17]([OH:27])=[CH:18][C:19]=2[O:21][CH:22]2[CH2:26][CH2:25][O:24][CH2:23]2)[N:14]=[CH:13][N:12]=1, predict the reaction product. The product is: [Cl:6][C:7]1[CH:8]=[C:9]([CH:28]=[CH:29][C:30]=1[O:31][CH2:32][C:33]1[CH:38]=[CH:37][CH:36]=[C:35]([F:39])[CH:34]=1)[NH:10][C:11]1[C:20]2[C:15](=[CH:16][C:17]([O:27][CH2:4][CH2:3][O:2][CH3:1])=[CH:18][C:19]=2[O:21][CH:22]2[CH2:26][CH2:25][O:24][CH2:23]2)[N:14]=[CH:13][N:12]=1.